From a dataset of Retrosynthesis with 50K atom-mapped reactions and 10 reaction types from USPTO. Predict the reactants needed to synthesize the given product. Given the product CCOc1nc(NC(=O)CC(C)(C)C)cc(N)c1C#N, predict the reactants needed to synthesize it. The reactants are: CC(C)(C)CC(=O)Cl.CCOc1nc(N)cc(N)c1C#N.